Task: Predict the reactants needed to synthesize the given product.. Dataset: Full USPTO retrosynthesis dataset with 1.9M reactions from patents (1976-2016) (1) Given the product [ClH:18].[CH2:31]([N:26]1[C:25]2[CH:33]=[C:21]([CH2:20][CH2:19][N:15]3[CH2:16][CH2:17][N:12]([C:8]4[CH:7]=[CH:6][CH:5]=[C:4]5[C:9]=4[CH:10]=[CH:11][C:2]([CH3:1])=[N:3]5)[CH2:13][CH2:14]3)[CH:22]=[CH:23][C:24]=2[O:29][CH2:28][C:27]1=[O:30])[CH3:32], predict the reactants needed to synthesize it. The reactants are: [CH3:1][C:2]1[CH:11]=[CH:10][C:9]2[C:4](=[CH:5][CH:6]=[CH:7][C:8]=2[N:12]2[CH2:17][CH2:16][NH:15][CH2:14][CH2:13]2)[N:3]=1.[Cl:18][CH2:19][CH2:20][C:21]1[CH:22]=[CH:23][C:24]2[O:29][CH2:28][C:27](=[O:30])[N:26]([CH2:31][CH3:32])[C:25]=2[CH:33]=1.Cl. (2) Given the product [F:23][CH:19]([F:24])[O:11][C:3]1[CH:4]=[CH:5][C:6]([N+:8]([O-:10])=[O:9])=[CH:7][C:2]=1[CH3:1], predict the reactants needed to synthesize it. The reactants are: [CH3:1][C:2]1[CH:7]=[C:6]([N+:8]([O-:10])=[O:9])[CH:5]=[CH:4][C:3]=1[OH:11].C([O-])([O-])=O.[Cs+].[Cs+].Cl[C:19]([F:24])([F:23])C([O-])=O.[Na+]. (3) Given the product [C:25]([O:29][C:30]([N:32]1[CH2:37][CH2:36][CH2:35][CH:34]([CH:38]=[C:1]([Br:5])[Br:2])[CH2:33]1)=[O:31])([CH3:28])([CH3:26])[CH3:27], predict the reactants needed to synthesize it. The reactants are: [C:1]([Br:5])(Br)(Br)[Br:2].C1C=CC(P(C2C=CC=CC=2)C2C=CC=CC=2)=CC=1.[C:25]([O:29][C:30]([N:32]1[CH2:37][CH2:36][CH2:35][CH:34]([CH:38]=O)[CH2:33]1)=[O:31])([CH3:28])([CH3:27])[CH3:26]. (4) Given the product [C:1]([O:5][C:6]([N:8]1[CH2:13][CH2:12][CH:11]([N:14]([CH2:15][CH2:16][C:17]2[CH:22]=[CH:21][C:20]([Cl:23])=[CH:19][CH:18]=2)[CH2:24][C:25]2[CH:26]=[CH:27][C:28]([C:29](=[O:31])[NH:47][S:44]([CH3:43])(=[O:46])=[O:45])=[CH:32][CH:33]=2)[CH2:10][CH2:9]1)=[O:7])([CH3:3])([CH3:4])[CH3:2], predict the reactants needed to synthesize it. The reactants are: [C:1]([O:5][C:6]([N:8]1[CH2:13][CH2:12][CH:11]([N:14]([CH2:24][C:25]2[CH:33]=[CH:32][C:28]([C:29]([OH:31])=O)=[CH:27][CH:26]=2)[CH2:15][CH2:16][C:17]2[CH:22]=[CH:21][C:20]([Cl:23])=[CH:19][CH:18]=2)[CH2:10][CH2:9]1)=[O:7])([CH3:4])([CH3:3])[CH3:2].CCN(C(C)C)C(C)C.[CH3:43][S:44]([NH2:47])(=[O:46])=[O:45].CN(C(F)=[N+](C)C)C.F[P-](F)(F)(F)(F)F.